The task is: Predict which catalyst facilitates the given reaction.. This data is from Catalyst prediction with 721,799 reactions and 888 catalyst types from USPTO. Reactant: Br[CH2:2][C:3]1[C:4]([C:25]2[CH:30]=[CH:29][CH:28]=[C:27]([C:31]([F:34])([F:33])[F:32])[CH:26]=2)=[N:5][C:6]2[C:11]([C:12]=1[C:13]([O:15][CH3:16])=[O:14])=[CH:10][C:9]([S:17]([CH2:20][CH3:21])(=[O:19])=[O:18])=[C:8]([O:22][CH2:23][CH3:24])[CH:7]=2.[NH:35]1[CH2:40][CH2:39][CH:38]([N:41]2[CH2:46][CH2:45][O:44][CH2:43][CH2:42]2)[CH2:37][CH2:36]1. Product: [CH2:23]([O:22][C:8]1[CH:7]=[C:6]2[C:11]([C:12]([C:13]([O:15][CH3:16])=[O:14])=[C:3]([CH2:2][N:35]3[CH2:40][CH2:39][CH:38]([N:41]4[CH2:46][CH2:45][O:44][CH2:43][CH2:42]4)[CH2:37][CH2:36]3)[C:4]([C:25]3[CH:30]=[CH:29][CH:28]=[C:27]([C:31]([F:32])([F:34])[F:33])[CH:26]=3)=[N:5]2)=[CH:10][C:9]=1[S:17]([CH2:20][CH3:21])(=[O:18])=[O:19])[CH3:24]. The catalyst class is: 10.